This data is from Full USPTO retrosynthesis dataset with 1.9M reactions from patents (1976-2016). The task is: Predict the reactants needed to synthesize the given product. Given the product [CH2:7]([NH:8][CH2:9][CH3:10])[CH3:5].[CH3:32][C:29]1[N:28]=[CH:27][C:26]([C:24]([NH:23][C@@H:13]2[C:12](=[O:33])[N:11]3[CH2:34][C@H:35]([O:37][C:38]4[C:47]([C:48]5[S:49][C:50]6[CH:56]=[CH:55][CH:54]=[CH:53][C:51]=6[N:52]=5)=[N:46][C:45]5[C:40](=[CH:41][CH:42]=[CH:43][CH:44]=5)[N:39]=4)[CH2:36][C@H:10]3[C:9](=[O:57])[NH:8][C@:7]3([C:5]([OH:6])=[O:4])[CH2:22][C@H:21]3[CH:20]=[CH:19][CH2:18][CH2:17][CH2:16][CH2:15][CH2:14]2)=[O:25])=[CH:31][N:30]=1, predict the reactants needed to synthesize it. The reactants are: Cl.C([O:4][C:5]([C@@:7]12[CH2:22][C@H:21]1[CH:20]=[CH:19][CH2:18][CH2:17][CH2:16][CH2:15][CH2:14][C@H:13]([NH:23][C:24]([C:26]1[CH:27]=[N:28][C:29]([CH3:32])=[N:30][CH:31]=1)=[O:25])[C:12](=[O:33])[N:11]1[CH2:34][C@H:35]([O:37][C:38]3[C:47]([C:48]4[S:49][C:50]5[CH:56]=[CH:55][CH:54]=[CH:53][C:51]=5[N:52]=4)=[N:46][C:45]4[C:40](=[CH:41][CH:42]=[CH:43][CH:44]=4)[N:39]=3)[CH2:36][C@H:10]1[C:9](=[O:57])[NH:8]2)=[O:6])C.O[Li].O.OP(O)(O)=O.[Na+].[Cl-].CC1CCCO1.